This data is from Forward reaction prediction with 1.9M reactions from USPTO patents (1976-2016). The task is: Predict the product of the given reaction. (1) Given the reactants [Cl:1][C:2]1[N:7]=[C:6]([Cl:8])[C:5]([CH:9]([CH3:15])[C:10](OCC)=[O:11])=[C:4]([Cl:16])[N:3]=1.CC(C[AlH]CC(C)C)C.Cl, predict the reaction product. The product is: [Cl:1][C:2]1[N:3]=[C:4]([Cl:16])[C:5]([CH:9]([CH3:15])[CH2:10][OH:11])=[C:6]([Cl:8])[N:7]=1. (2) Given the reactants [OH:1][C:2]1[CH:7]=[CH:6][C:5]([C:8]([F:11])([F:10])[F:9])=[CH:4][CH:3]=1.[Br:12][CH2:13][CH2:14][CH2:15][CH2:16][CH2:17][CH2:18][CH2:19][CH2:20][CH2:21]O.C1(P(C2C=CC=CC=2)C2C=CC=CC=2)C=CC=CC=1.N(C(OC(C)C)=O)=NC(OC(C)C)=O, predict the reaction product. The product is: [Br:12][CH2:13][CH2:14][CH2:15][CH2:16][CH2:17][CH2:18][CH2:19][CH2:20][CH2:21][O:1][C:2]1[CH:7]=[CH:6][C:5]([C:8]([F:9])([F:10])[F:11])=[CH:4][CH:3]=1. (3) Given the reactants [NH2:1][C:2]1[C:3]([OH:11])=[C:4]([CH:8]=[CH:9][CH:10]=1)[C:5]([OH:7])=[O:6].[Br:12][C:13]1[CH:21]=[CH:20][C:16]([C:17](Cl)=[O:18])=[CH:15][CH:14]=1, predict the reaction product. The product is: [Br:12][C:13]1[CH:21]=[CH:20][C:16]([C:17]([NH:1][C:2]2[C:3]([OH:11])=[C:4]([CH:8]=[CH:9][CH:10]=2)[C:5]([OH:7])=[O:6])=[O:18])=[CH:15][CH:14]=1. (4) Given the reactants [CH3:1][O:2][C:3]1[C:4]([NH2:9])=[N:5][CH:6]=[CH:7][CH:8]=1.Cl[CH:11]([C:15](=[O:17])C)[C:12](=O)[CH3:13].C([O-])([O-])=O.[K+].[K+].Cl.[CH:25]1[CH:26]=[CH:27][C:28]2[N:33](O)N=[N:31][C:29]=2[CH:30]=1.CC[N:37]=[C:38]=[N:39][CH2:40][CH2:41][CH2:42]N(C)C.C(N(C(C)C)C(C)C)C.[C:55]1([NH2:62])[CH:60]=[CH:59][CH:58]=[CH:57][C:56]=1N, predict the reaction product. The product is: [NH2:33][C:28]1[CH:27]=[CH:26][CH:25]=[CH:30][C:29]=1[NH:31][C:15](=[O:17])[C:11]1[CH:12]=[CH:13][C:40]([NH:39][C:38]2[N:37]=[C:59]([C:60]3[N:5]4[CH:6]=[CH:7][CH:8]=[C:3]([O:2][CH3:1])[C:4]4=[N:9][C:55]=3[CH3:62])[CH:58]=[CH:57][N:56]=2)=[CH:41][CH:42]=1. (5) Given the reactants Cl.CC1(C)[O:7][CH:6]([CH2:8][N:9]2[C:17]3[C:12](=[CH:13][CH:14]=[CH:15][CH:16]=3)[C:11]([C:18]([C:24]3[CH:39]=[CH:38][C:27]4[N:28]([C:31]5[CH:36]=[CH:35][C:34]([F:37])=[CH:33][CH:32]=5)[N:29]=[N:30][C:26]=4[CH:25]=3)([OH:23])[C:19]([F:22])([F:21])[F:20])=[CH:10]2)[CH2:5][O:4]1, predict the reaction product. The product is: [F:21][C:19]([F:20])([F:22])[C:18]([C:11]1[C:12]2[C:17](=[CH:16][CH:15]=[CH:14][CH:13]=2)[N:9]([CH2:8][CH:6]([OH:7])[CH2:5][OH:4])[CH:10]=1)([C:24]1[CH:39]=[CH:38][C:27]2[N:28]([C:31]3[CH:32]=[CH:33][C:34]([F:37])=[CH:35][CH:36]=3)[N:29]=[N:30][C:26]=2[CH:25]=1)[OH:23]. (6) The product is: [CH3:30][O:29][C:27]1[CH:28]=[C:23]([N:2]2[CH2:3][C:4]3[C:9](=[CH:8][CH:7]=[CH:6][C:5]=3[CH2:10][CH2:11][C:12]3[CH:13]=[CH:14][C:15]([C:16]([O:18][CH3:19])=[O:17])=[CH:20][CH:21]=3)[CH2:1]2)[CH:24]=[C:25]([O:31][CH3:32])[CH:26]=1. Given the reactants [CH2:1]1[C:9]2[C:4](=[C:5]([CH2:10][CH2:11][C:12]3[CH:21]=[CH:20][C:15]([C:16]([O:18][CH3:19])=[O:17])=[CH:14][CH:13]=3)[CH:6]=[CH:7][CH:8]=2)[CH2:3][NH:2]1.Br[C:23]1[CH:28]=[C:27]([O:29][CH3:30])[CH:26]=[C:25]([O:31][CH3:32])[CH:24]=1.CC(P(C(C)(C)C)C1C(C2C=CC=CC=2)=CC=CC=1)(C)C.C(O[Na])(C)(C)C, predict the reaction product. (7) Given the reactants O=[C:2]1[CH2:6][CH2:5][CH2:4][CH:3]1[C:7]([O:9][CH3:10])=[O:8].C([O-])(=O)C.[NH4+:15], predict the reaction product. The product is: [NH2:15][C:2]1[CH2:6][CH2:5][CH2:4][C:3]=1[C:7]([O:9][CH3:10])=[O:8]. (8) Given the reactants Br[CH2:2][CH3:3].[Cl:4][C:5]1[CH:6]=[C:7]([C:11]2[CH:12]=[CH:13][C:14](=[O:17])[NH:15][N:16]=2)[CH:8]=[CH:9][CH:10]=1.C(=O)([O-])[O-].[K+].[K+].O, predict the reaction product. The product is: [Cl:4][C:5]1[CH:6]=[C:7]([C:11]2[CH:12]=[CH:13][C:14](=[O:17])[N:15]([CH2:2][CH3:3])[N:16]=2)[CH:8]=[CH:9][CH:10]=1. (9) Given the reactants [NH2:1][C:2]1[N:6]([CH2:7][C:8]2[CH:13]=[CH:12][CH:11]=[CH:10][C:9]=2[F:14])[N:5]=[C:4]([C:15]([O:17][CH2:18][CH3:19])=[O:16])[CH:3]=1.CN(C)[CH:22]=[C:23]([F:26])[CH:24]=O.FC(F)(F)C(O)=O, predict the reaction product. The product is: [F:26][C:23]1[CH:22]=[C:3]2[C:4]([C:15]([O:17][CH2:18][CH3:19])=[O:16])=[N:5][N:6]([CH2:7][C:8]3[CH:13]=[CH:12][CH:11]=[CH:10][C:9]=3[F:14])[C:2]2=[N:1][CH:24]=1.